This data is from Reaction yield outcomes from USPTO patents with 853,638 reactions. The task is: Predict the reaction yield, written as a fraction of the theoretical maximum amount of product (1.0 means a 100% yield; for example, 0.34 means a 34% yield). (1) The reactants are OS(C(F)(F)F)(=O)=O.[C:9](=[NH:32])([O:11][CH2:12][CH2:13][C:14]1[CH:19]=[CH:18][C:17]([O:20][C:21]2[CH:26]=[CH:25][C:24]([Cl:27])=[C:23]([C:28]([F:31])([F:30])[F:29])[CH:22]=2)=[CH:16][CH:15]=1)[NH2:10].[OH:33]/[CH:34]=[C:35](/[CH2:40][C:41]1[CH:42]=[N:43][CH:44]=[N:45][CH:46]=1)\[C:36](OC)=O.C([O-])(=O)C.[K+]. The catalyst is C1(C)C=CC=CC=1. The product is [Cl:27][C:24]1[CH:25]=[CH:26][C:21]([O:20][C:17]2[CH:16]=[CH:15][C:14]([CH2:13][CH2:12][O:11][C:9]3[NH:10][CH:36]=[C:35]([CH2:40][C:41]4[CH:46]=[N:45][CH:44]=[N:43][CH:42]=4)[C:34](=[O:33])[N:32]=3)=[CH:19][CH:18]=2)=[CH:22][C:23]=1[C:28]([F:31])([F:30])[F:29]. The yield is 0.211. (2) The reactants are [Na].[CH3:2][C:3]([C:5]1[CH:10]=[CH:9][C:8]([O:11][CH3:12])=[CH:7][CH:6]=1)=[O:4].Cl[C:14]1[N:22]=[C:21]([Cl:23])[CH:20]=[CH:19][C:15]=1[C:16]([OH:18])=[O:17]. The catalyst is C([O-])(=O)C.[Cu+2].C([O-])(=O)C.CCO. The product is [Cl:23][C:21]1[CH:20]=[CH:19][C:15]([C:16]([OH:18])=[O:17])=[C:14]([CH2:2][C:3]([C:5]2[CH:10]=[CH:9][C:8]([O:11][CH3:12])=[CH:7][CH:6]=2)=[O:4])[N:22]=1. The yield is 0.630.